Dataset: Forward reaction prediction with 1.9M reactions from USPTO patents (1976-2016). Task: Predict the product of the given reaction. (1) Given the reactants [S:1]1[CH:5]=[CH:4][C:3]([C:6]([OH:8])=O)=[CH:2]1.CN(C(ON1N=NC2C=CC=NC1=2)=[N+](C)C)C.F[P-](F)(F)(F)(F)F.C1C=CC2N(O)N=NC=2C=1.[I:43][C:44]1[CH:45]=[C:46]([CH:48]=[CH:49][C:50]=1[CH3:51])[NH2:47].CCN(C(C)C)C(C)C, predict the reaction product. The product is: [I:43][C:44]1[CH:45]=[C:46]([NH:47][C:6]([C:3]2[CH:4]=[CH:5][S:1][CH:2]=2)=[O:8])[CH:48]=[CH:49][C:50]=1[CH3:51]. (2) Given the reactants [CH3:1][N:2]1[C:7](=[O:8])[CH2:6][O:5][C:4]2[N:9]=[C:10]([C:18]3[CH:23]=[CH:22][C:21]([C:24]4([NH:28]C(=O)OC(C)(C)C)[CH2:27][CH2:26][CH2:25]4)=[CH:20][CH:19]=3)[C:11]([C:13]3[S:14][CH:15]=[CH:16][CH:17]=3)=[CH:12][C:3]1=2.C(O)(C(F)(F)F)=O, predict the reaction product. The product is: [NH2:28][C:24]1([C:21]2[CH:22]=[CH:23][C:18]([C:10]3[C:11]([C:13]4[S:14][CH:15]=[CH:16][CH:17]=4)=[CH:12][C:3]4[N:2]([CH3:1])[C:7](=[O:8])[CH2:6][O:5][C:4]=4[N:9]=3)=[CH:19][CH:20]=2)[CH2:27][CH2:26][CH2:25]1. (3) Given the reactants [F:1][C:2]1[C:7]([S:8][CH3:9])=[CH:6][CH:5]=[C:4]([F:10])[C:3]=1B1OC(C)(C)C(C)(C)O1.Br[C:21]1[N:26]=[C:25]([C:27]([NH:29][C:30]2[CH:31]=[N:32][CH:33]=[CH:34][C:35]=2[C@@H:36]2[O:41][C@H:40]([CH3:42])[C@:39]([OH:44])([CH3:43])[C@H:38]([NH:45][C:46](=[O:52])[O:47][C:48]([CH3:51])([CH3:50])[CH3:49])[CH2:37]2)=[O:28])[CH:24]=[CH:23][C:22]=1[F:53], predict the reaction product. The product is: [F:1][C:2]1[C:7]([S:8][CH3:9])=[CH:6][CH:5]=[C:4]([F:10])[C:3]=1[C:21]1[N:26]=[C:25]([C:27]([NH:29][C:30]2[CH:31]=[N:32][CH:33]=[CH:34][C:35]=2[C@@H:36]2[O:41][C@H:40]([CH3:42])[C@:39]([OH:44])([CH3:43])[C@H:38]([NH:45][C:46](=[O:52])[O:47][C:48]([CH3:51])([CH3:50])[CH3:49])[CH2:37]2)=[O:28])[CH:24]=[CH:23][C:22]=1[F:53].